From a dataset of Forward reaction prediction with 1.9M reactions from USPTO patents (1976-2016). Predict the product of the given reaction. Given the reactants Br[C:2]1[N:6]([S:7]([C:10]2[CH:15]=[CH:14][CH:13]=[C:12]([S:16]([CH3:19])(=[O:18])=[O:17])[CH:11]=2)(=[O:9])=[O:8])[CH:5]=[C:4]([CH2:20][N:21]([CH3:29])[C:22](=[O:28])[O:23][C:24]([CH3:27])([CH3:26])[CH3:25])[CH:3]=1.[N:30]1[CH:35]=[CH:34][CH:33]=[C:32](B(O)O)[CH:31]=1.C(=O)([O-])[O-].[Na+].[Na+], predict the reaction product. The product is: [CH3:19][S:16]([C:12]1[CH:11]=[C:10]([S:7]([N:6]2[C:2]([C:32]3[CH:31]=[N:30][CH:35]=[CH:34][CH:33]=3)=[CH:3][C:4]([CH2:20][N:21]([CH3:29])[C:22](=[O:28])[O:23][C:24]([CH3:27])([CH3:26])[CH3:25])=[CH:5]2)(=[O:9])=[O:8])[CH:15]=[CH:14][CH:13]=1)(=[O:18])=[O:17].